Predict the product of the given reaction. From a dataset of Forward reaction prediction with 1.9M reactions from USPTO patents (1976-2016). (1) The product is: [CH3:19][C:17]1[S:18][C:14]2[CH2:13][C@@:12]3([CH3:22])[C@H:21]([C@@H:4]([OH:3])[C@H:5]([OH:28])[C@@H:6]4[C@@H:11]3[CH2:10][CH2:9][C@:8]3([CH3:27])[C:23](=[CH2:26])[CH2:24][CH2:25][C@@H:7]43)[CH2:20][C:15]=2[N:16]=1. Given the reactants CC1(C)[O:28][C@@H:5]2[C@@H:6]3[C@@H:11]([C@:12]4([CH3:22])[C@@H:21]([C@H:4]2[O:3]1)[CH2:20][C:15]1[N:16]=[C:17]([CH3:19])[S:18][C:14]=1[CH2:13]4)[CH2:10][CH2:9][C@:8]1([CH3:27])[C:23](=[CH2:26])[CH2:24][CH2:25][C@@H:7]31.CC(O)=O, predict the reaction product. (2) Given the reactants Cl[C:2]1[C:11]2[C:6](=[CH:7][C:8]([O:14][CH3:15])=[C:9]([O:12][CH3:13])[CH:10]=2)[N:5]=[CH:4][N:3]=1.C(O[C:21]([NH:23][CH:24]1[CH2:28][CH2:27][NH:26][CH2:25]1)=[O:22])(C)(C)C.CCN(C(C)C)C(C)C.C(O)(C(F)(F)F)=O.[O:45]([C:52]1[CH:57]=[CH:56][C:55]([N:58]=C=O)=[CH:54][CH:53]=1)[C:46]1[CH:51]=[CH:50][CH:49]=[CH:48][CH:47]=1, predict the reaction product. The product is: [CH3:13][O:12][C:9]1[CH:10]=[C:11]2[C:6](=[CH:7][C:8]=1[O:14][CH3:15])[N:5]=[CH:4][N:3]=[C:2]2[N:26]1[CH2:27][CH2:28][CH:24]([NH:23][C:21]([NH:58][C:55]2[CH:54]=[CH:53][C:52]([O:45][C:46]3[CH:51]=[CH:50][CH:49]=[CH:48][CH:47]=3)=[CH:57][CH:56]=2)=[O:22])[CH2:25]1. (3) Given the reactants [CH3:1][N:2]([CH:13]1[CH:18]([CH3:19])[CH2:17][CH2:16][NH:15][CH2:14]1)[C:3]1[C:4]2[CH2:11][C:10](=[O:12])[NH:9][C:5]=2[N:6]=[CH:7][N:8]=1.[C:20]([CH2:22][C:23](O)=[O:24])#[N:21].CCN(C(C)C)C(C)C.F[P-](F)(F)(F)(F)F.N1(OC(N(C)C)=[N+](C)C)C2N=CC=CC=2N=N1, predict the reaction product. The product is: [CH3:19][CH:18]1[CH2:17][CH2:16][N:15]([C:23](=[O:24])[CH2:22][C:20]#[N:21])[CH2:14][CH:13]1[N:2]([CH3:1])[C:3]1[C:4]2[CH2:11][C:10](=[O:12])[NH:9][C:5]=2[N:6]=[CH:7][N:8]=1. (4) The product is: [CH2:25]([N:11]([S:12]([C:15]1[CH:16]=[CH:17][C:18]([C:21]([CH3:23])([CH3:22])[CH3:24])=[CH:19][CH:20]=1)(=[O:14])=[O:13])[C@H:10]([C:9]([OH:8])=[O:44])[CH2:29][CH2:30][CH2:31][CH2:32][NH:33][C:34]([O:36][CH2:37][CH:56]1[C:57]2[CH:45]=[CH:46][CH:47]=[CH:48][C:49]=2[C:50]2[C:55]1=[CH:54][CH:53]=[CH:52][CH:51]=2)=[O:35])[CH:26]([CH3:27])[CH3:28]. Given the reactants C([O:8][C:9](=[O:44])[C@H:10]([CH2:29][CH2:30][CH2:31][CH2:32][NH:33][C:34]([O:36][CH2:37]C1C=CC=CC=1)=[O:35])[N:11]([CH2:25][CH:26]([CH3:28])[CH3:27])[S:12]([C:15]1[CH:20]=[CH:19][C:18]([C:21]([CH3:24])([CH3:23])[CH3:22])=[CH:17][CH:16]=1)(=[O:14])=[O:13])C1C=CC=CC=1.[CH:45]1[C:57]2[CH:56](COC(ON3C(=O)CCC3=O)=O)[C:55]3[C:50](=[CH:51][CH:52]=[CH:53][CH:54]=3)[C:49]=2[CH:48]=[CH:47][CH:46]=1, predict the reaction product. (5) Given the reactants C(=O)([O-])[O-].[K+].[K+].[CH2:7]([N:10]=[C:11]=[O:12])[CH2:8][CH3:9].[CH3:13][C:14]1[NH:18][N:17]=[C:16]([O:19][C:20]2[CH:25]=[CH:24][C:23]([N+:26]([O-:28])=[O:27])=[C:22]([C:29]([F:32])([F:31])[F:30])[CH:21]=2)[CH:15]=1.Cl, predict the reaction product. The product is: [CH2:7]([NH:10][C:11]([N:18]1[C:14]([CH3:13])=[CH:15][C:16]([O:19][C:20]2[CH:25]=[CH:24][C:23]([N+:26]([O-:28])=[O:27])=[C:22]([C:29]([F:30])([F:31])[F:32])[CH:21]=2)=[N:17]1)=[O:12])[CH2:8][CH3:9]. (6) Given the reactants [F:1][C:2]1[CH:7]=[CH:6][C:5]([C:8]2[N:9]=[C:10]3[CH:15]=[CH:14][CH:13]=[CH:12][N:11]3[CH:16]=2)=[CH:4][CH:3]=1.[H][H], predict the reaction product. The product is: [F:1][C:2]1[CH:3]=[CH:4][C:5]([C:8]2[N:9]=[C:10]3[CH2:15][CH2:14][CH2:13][CH2:12][N:11]3[CH:16]=2)=[CH:6][CH:7]=1. (7) Given the reactants [OH:1][C:2]1[CH:3]=[C:4]([CH:7]=[CH:8][CH:9]=1)[C:5]#[N:6].F[C:11]1[C:16]([CH3:17])=[CH:15][CH:14]=[CH:13][N:12]=1, predict the reaction product. The product is: [CH3:17][C:16]1[C:11]([O:1][C:2]2[CH:3]=[C:4]([CH:7]=[CH:8][CH:9]=2)[C:5]#[N:6])=[N:12][CH:13]=[CH:14][CH:15]=1.